From a dataset of Peptide-MHC class II binding affinity with 134,281 pairs from IEDB. Regression. Given a peptide amino acid sequence and an MHC pseudo amino acid sequence, predict their binding affinity value. This is MHC class II binding data. (1) The peptide sequence is KESGDAASGADGTYD. The MHC is DRB3_0101 with pseudo-sequence DRB3_0101. The binding affinity (normalized) is 0. (2) The peptide sequence is ATPEAKFDSFVAAFT. The binding affinity (normalized) is 0.566. The MHC is DRB1_1302 with pseudo-sequence DRB1_1302. (3) The peptide sequence is KVFLTQMNARGVKVK. The MHC is HLA-DQA10501-DQB10201 with pseudo-sequence HLA-DQA10501-DQB10201. The binding affinity (normalized) is 0.135.